Dataset: Full USPTO retrosynthesis dataset with 1.9M reactions from patents (1976-2016). Task: Predict the reactants needed to synthesize the given product. (1) Given the product [Cl:2][C:3]1[CH:4]=[CH:5][C:6]2[NH:11][C:10](=[O:12])[O:9][C:8]([CH2:17][NH:18][S:34]([C:31]3[CH:32]=[CH:33][C:28]([F:27])=[CH:29][CH:30]=3)(=[O:36])=[O:35])([C:13]([F:15])([F:16])[F:14])[C:7]=2[CH:19]=1, predict the reactants needed to synthesize it. The reactants are: Cl.[Cl:2][C:3]1[CH:4]=[CH:5][C:6]2[NH:11][C:10](=[O:12])[O:9][C:8]([CH2:17][NH2:18])([C:13]([F:16])([F:15])[F:14])[C:7]=2[CH:19]=1.C(N(CC)CC)C.[F:27][C:28]1[CH:33]=[CH:32][C:31]([S:34](Cl)(=[O:36])=[O:35])=[CH:30][CH:29]=1.O. (2) Given the product [CH3:53][C:54]1[CH:60]=[CH:59][C:58]([CH3:61])=[CH:57][C:55]=1[N:56]([C:13]1[CH:12]=[CH:11][C:10]([CH2:9][C:8]([C:5]2[CH:4]=[CH:3][C:2]([F:1])=[CH:7][CH:6]=2)=[O:19])=[CH:18][CH:17]=1)[C:35]([NH2:33])=[O:43], predict the reactants needed to synthesize it. The reactants are: [F:1][C:2]1[CH:7]=[CH:6][C:5]([C:8](=[O:19])[CH2:9][C:10]2[CH:18]=[CH:17][C:13](C(O)=O)=[CH:12][CH:11]=2)=[CH:4][CH:3]=1.CN(C1C2C([N:33]([CH3:35])C)=CC=CC=2C=CC=1)C.C1(P(N=[N+]=[N-])(C2C=CC=CC=2)=[O:43])C=CC=CC=1.[CH3:53][C:54]1[CH:60]=[CH:59][C:58]([CH3:61])=[CH:57][C:55]=1[NH2:56]. (3) Given the product [Cl:1][C:2]1[C:10]([Cl:11])=[CH:9][CH:8]=[CH:7][C:3]=1[C:4]([NH:20][CH2:19][CH:18]([N:12]1[CH2:17][CH2:16][O:15][CH2:14][CH2:13]1)[C:21]1[CH:22]=[CH:23][N:24]=[CH:25][CH:26]=1)=[O:6], predict the reactants needed to synthesize it. The reactants are: [Cl:1][C:2]1[C:10]([Cl:11])=[CH:9][CH:8]=[CH:7][C:3]=1[C:4]([OH:6])=O.[N:12]1([CH:18]([C:21]2[CH:26]=[CH:25][N:24]=[CH:23][CH:22]=2)[CH2:19][NH2:20])[CH2:17][CH2:16][O:15][CH2:14][CH2:13]1. (4) Given the product [OH:1][C@H:2]([CH2:40][NH:41][CH2:42][C:43]1[CH:48]=[CH:47][CH:46]=[C:45]([O:49][CH3:50])[CH:44]=1)[C@@H:3]([NH:11][C:12]([C:14]1[CH:15]=[C:16]([C:31]2[O:32][CH:33]=[C:34]([C:36]([O:38][CH3:39])=[O:37])[N:35]=2)[CH:17]=[C:18]([C:20](=[O:30])[N:21]([CH3:29])[CH2:22][C:23]2[S:24][CH:25]=[C:26]([CH3:28])[N:27]=2)[CH:19]=1)=[O:13])[CH2:4][C:5]1[CH:10]=[CH:9][CH:8]=[CH:7][CH:6]=1, predict the reactants needed to synthesize it. The reactants are: [OH:1][C@H:2]([CH2:40][NH:41][CH2:42][C:43]1[CH:48]=[CH:47][CH:46]=[C:45]([O:49][CH3:50])[CH:44]=1)[C@@H:3]([NH:11][C:12]([C:14]1[CH:15]=[C:16]([C:31]2[O:32][CH2:33][C@@H:34]([C:36]([O:38][CH3:39])=[O:37])[N:35]=2)[CH:17]=[C:18]([C:20](=[O:30])[N:21]([CH3:29])[CH2:22][C:23]2[S:24][CH:25]=[C:26]([CH3:28])[N:27]=2)[CH:19]=1)=[O:13])[CH2:4][C:5]1[CH:10]=[CH:9][CH:8]=[CH:7][CH:6]=1.BrC(Cl)(Cl)Cl.C1CCN2C(=NCCC2)CC1.